Task: Predict the reactants needed to synthesize the given product.. Dataset: Full USPTO retrosynthesis dataset with 1.9M reactions from patents (1976-2016) (1) The reactants are: [CH2:1]([O:3][C:4](=[O:26])[NH:5][C:6]1[CH:11]=[CH:10][CH:9]=[C:8]([C:12]2[N:13]([CH2:24][CH3:25])[C:14]3[C:19]([C:20]=2[C:21]#[N:22])=[CH:18][CH:17]=[C:16]([OH:23])[CH:15]=3)[CH:7]=1)[CH3:2].C([O-])([O-])=O.[K+].[K+].Br[CH2:34][CH2:35][CH2:36]Cl.O. Given the product [CH2:1]([O:3][C:4](=[O:26])[NH:5][C:6]1[CH:11]=[CH:10][CH:9]=[C:8]([C:12]2[N:13]([CH2:24][CH3:25])[C:14]3[C:19]([C:20]=2[C:21]#[N:22])=[CH:18][CH:17]=[C:16]([O:23][CH2:34][CH2:35][CH2:36][N:13]2[CH2:14][CH2:19][CH2:20][CH2:12]2)[CH:15]=3)[CH:7]=1)[CH3:2], predict the reactants needed to synthesize it. (2) Given the product [CH:22]1([C:21]2[O:20][N:19]=[C:18]([C:25]3[C:26]([Cl:32])=[CH:27][CH:28]=[CH:29][C:30]=3[Cl:31])[C:17]=2[CH2:16][O:15][CH:12]2[CH2:13][CH2:14][CH:9]([OH:8])[C:10]([CH3:34])([CH3:33])[CH2:11]2)[CH2:23][CH2:24]1, predict the reactants needed to synthesize it. The reactants are: C([O:8][CH:9]1[CH2:14][CH2:13][CH:12]([O:15][CH2:16][C:17]2[C:18]([C:25]3[C:30]([Cl:31])=[CH:29][CH:28]=[CH:27][C:26]=3[Cl:32])=[N:19][O:20][C:21]=2[CH:22]2[CH2:24][CH2:23]2)[CH2:11][C:10]1([CH3:34])[CH3:33])C1C=CC=CC=1.C(O)=O. (3) Given the product [C:74]([C:64]1[C:65]([O:67][CH2:68][C:69]([O:71][CH2:72][CH3:73])=[O:70])=[N:66][C:61]([NH:60][C:44]2[N:45]=[CH:46][C:47]3[C:52]([CH:53]=2)=[CH:51][CH:50]=[CH:49][CH:48]=3)=[CH:62][N:63]=1)#[N:75], predict the reactants needed to synthesize it. The reactants are: CC1(C)C2C=CC=C(P(C3C=CC=CC=3)C3C=CC=CC=3)C=2OC2C1=CC=CC=2P(C1C=CC=CC=1)C1C=CC=CC=1.Cl[C:44]1[N:45]=[CH:46][C:47]2[C:52]([CH:53]=1)=[CH:51][CH:50]=[CH:49][CH:48]=2.C(=O)([O-])[O-].[Cs+].[Cs+].[NH2:60][C:61]1[N:66]=[C:65]([O:67][CH2:68][C:69]([O:71][CH2:72][CH3:73])=[O:70])[C:64]([C:74]#[N:75])=[N:63][CH:62]=1. (4) Given the product [CH2:24]([O:1][C:2]1[C:3]([C:12]([O:14][CH3:15])=[O:13])=[CH:4][C:5]2[C:10]([CH:11]=1)=[CH:9][CH:8]=[CH:7][CH:6]=2)[CH:23]=[CH2:22], predict the reactants needed to synthesize it. The reactants are: [OH:1][C:2]1[C:3]([C:12]([O:14][CH3:15])=[O:13])=[CH:4][C:5]2[C:10]([CH:11]=1)=[CH:9][CH:8]=[CH:7][CH:6]=2.C(=O)([O-])[O-].[K+].[K+].[CH2:22](Br)[CH:23]=[CH2:24].[I-].[K+]. (5) The reactants are: CN(C=[O:5])C.[O:6]1[C:10]2[CH:11]=[CH:12][CH:13]=[CH:14][C:9]=2[C:8]([O:15]S(C(F)(F)F)(=O)=O)=[CH:7]1.C(N([CH2:28][CH3:29])CC)C. Given the product [CH3:7][O:6][C:10]([C:9]1[C:14]2[CH:13]=[CH:12][CH:11]=[CH:28][C:29]=2[O:15][CH:8]=1)=[O:5], predict the reactants needed to synthesize it. (6) The reactants are: [Cl:1][C:2]1[CH:7]=[C:6]([O:8][CH3:9])[CH:5]=[CH:4][C:3]=1[C:10]1[N:14]2[N:15]=[C:16]([CH3:20])[CH:17]=[C:18](O)[C:13]2=[CH:12][C:11]=1[CH3:21].P(Br)(Br)[Br:23].C([O-])(O)=O.[Na+]. Given the product [Br:23][C:18]1[C:13]2[N:14]([C:10]([C:3]3[CH:4]=[CH:5][C:6]([O:8][CH3:9])=[CH:7][C:2]=3[Cl:1])=[C:11]([CH3:21])[CH:12]=2)[N:15]=[C:16]([CH3:20])[CH:17]=1, predict the reactants needed to synthesize it. (7) The reactants are: [Cl:1][C:2]1[CH:3]=[C:4]([CH2:17][N:18]2[C:22]([CH3:23])=[CH:21][C:20]([C:24]([NH:26][C:27]3[N:32]=[CH:31][C:30]([C:33]([OH:35])=O)=[CH:29][CH:28]=3)=[O:25])=[N:19]2)[C:5]2[O:9][C:8]([C:10]3[CH:15]=[CH:14][CH:13]=[CH:12][CH:11]=3)=[CH:7][C:6]=2[CH:16]=1.C(N1CCOCC1)C.[NH2:44][CH2:45][CH:46]1[CH2:51][CH2:50][N:49]([C:52]([O:54][C:55]([CH3:58])([CH3:57])[CH3:56])=[O:53])[CH2:48][CH2:47]1.O.ON1C2C=CC=CC=2N=N1.CN(C)CCCN=C=NCC. Given the product [Cl:1][C:2]1[CH:3]=[C:4]([CH2:17][N:18]2[C:22]([CH3:23])=[CH:21][C:20]([C:24]([NH:26][C:27]3[N:32]=[CH:31][C:30]([C:33]([NH:44][CH2:45][CH:46]4[CH2:51][CH2:50][N:49]([C:52]([O:54][C:55]([CH3:58])([CH3:57])[CH3:56])=[O:53])[CH2:48][CH2:47]4)=[O:35])=[CH:29][CH:28]=3)=[O:25])=[N:19]2)[C:5]2[O:9][C:8]([C:10]3[CH:15]=[CH:14][CH:13]=[CH:12][CH:11]=3)=[CH:7][C:6]=2[CH:16]=1, predict the reactants needed to synthesize it. (8) Given the product [CH3:1][C:2]1([CH3:17])[CH2:10][C:5](=[O:6])[C:4]([C:11]2[N:15]([CH3:16])[N:14]=[CH:13][CH:12]=2)=[CH:3]1, predict the reactants needed to synthesize it. The reactants are: [CH3:1][C:2]1([CH3:17])[CH2:10][C:5]2(OCC[O:6]2)[C:4]([C:11]2[N:15]([CH3:16])[N:14]=[CH:13][CH:12]=2)=[CH:3]1.Cl. (9) The reactants are: [CH3:1][C:2]1[C:11]2[C:6](=[CH:7][CH:8]=[CH:9][CH:10]=2)[CH:5]=[N:4][C:3]=1[N:12]([CH2:25][C:26]1[CH:31]=[CH:30][C:29]([O:32][C:33]([F:36])([F:35])[F:34])=[CH:28][CH:27]=1)[S:13]([C:16]1[CH:24]=[CH:23][C:19]([C:20]([O-:22])=O)=[CH:18][CH:17]=1)(=[O:15])=[O:14].[Na+].[Cl-].[NH4+].C([N:43](CC)C(C)C)(C)C.C[NH3+].F[P-](F)(F)(F)(F)F.N1(OC(N(C)C)=[N+](C)C)C2N=CC=CC=2N=N1.F[P-](F)(F)(F)(F)F.C(=O)([O-])O.[Na+]. Given the product [CH3:1][C:2]1[C:11]2[C:6](=[CH:7][CH:8]=[CH:9][CH:10]=2)[CH:5]=[N:4][C:3]=1[N:12]([CH2:25][C:26]1[CH:31]=[CH:30][C:29]([O:32][C:33]([F:35])([F:36])[F:34])=[CH:28][CH:27]=1)[S:13]([C:16]1[CH:24]=[CH:23][C:19]([C:20]([NH2:43])=[O:22])=[CH:18][CH:17]=1)(=[O:15])=[O:14], predict the reactants needed to synthesize it. (10) Given the product [ClH:23].[ClH:23].[NH2:7][C@@H:8]([CH3:9])[C:10]([NH:11][C:12]1([C:15]2[CH:20]=[CH:19][CH:18]=[CH:17][N:16]=2)[CH2:14][CH2:13]1)=[O:21], predict the reactants needed to synthesize it. The reactants are: C(OC(=O)[NH:7][C@H:8]([C:10](=[O:21])[NH:11][C:12]1([C:15]2[CH:20]=[CH:19][CH:18]=[CH:17][N:16]=2)[CH2:14][CH2:13]1)[CH3:9])(C)(C)C.[ClH:23].O1CCOCC1.